Dataset: Forward reaction prediction with 1.9M reactions from USPTO patents (1976-2016). Task: Predict the product of the given reaction. (1) Given the reactants [C:1]([CH2:3][O:4][C:5]1[CH:10]=[CH:9][C:8]([N+:11]([O-:13])=[O:12])=[CH:7][CH:6]=1)#[N:2].Cl.[OH:15][NH2:16].C(N([CH2:22][CH3:23])CC)C, predict the reaction product. The product is: [CH3:23][C:22]1[O:15][N:16]=[C:1]([CH2:3][O:4][C:5]2[CH:6]=[CH:7][C:8]([N+:11]([O-:13])=[O:12])=[CH:9][CH:10]=2)[N:2]=1. (2) Given the reactants Cl.Cl.O1CCOCC1.[C:9]1([C@@H:15]([CH2:22][C:23]2[CH:28]=[CH:27][C:26]([O:29][CH2:30][CH2:31][CH2:32][NH:33]C(OC(C)(C)C)=O)=[CH:25][CH:24]=2)[CH2:16][C:17]([O:19][CH2:20][CH3:21])=[O:18])[CH:14]=[CH:13][CH:12]=[CH:11][CH:10]=1, predict the reaction product. The product is: [C:9]1([C@@H:15]([CH2:22][C:23]2[CH:28]=[CH:27][C:26]([O:29][CH2:30][CH2:31][CH2:32][NH2:33])=[CH:25][CH:24]=2)[CH2:16][C:17]([O:19][CH2:20][CH3:21])=[O:18])[CH:10]=[CH:11][CH:12]=[CH:13][CH:14]=1. (3) Given the reactants [NH2:1][C:2]1[CH:7]=[C:6]([NH:8][CH:9]2[CH2:14][CH2:13][N:12]([C:15](OC(C)(C)C)=O)[CH2:11][CH2:10]2)[C:5]([C:22]2[CH:27]=[CH:26][C:25]([O:28][CH3:29])=[CH:24][CH:23]=2)=[CH:4][N:3]=1.Br[C:31]1[N:32]=[CH:33][C:34]([C:37]#[N:38])=[N:35][CH:36]=1.CC1(C)C2C(=C(P(C3C=CC=CC=3)C3C=CC=CC=3)C=CC=2)OC2C(P(C3C=CC=CC=3)C3C=CC=CC=3)=CC=CC1=2.C(=O)([O-])[O-].[Cs+].[Cs+], predict the reaction product. The product is: [CH3:29][O:28][C:25]1[CH:26]=[CH:27][C:22]([C:5]2[C:6]([NH:8][CH:9]3[CH2:14][CH2:13][N:12]([CH3:15])[CH2:11][CH2:10]3)=[CH:7][C:2]([NH:1][C:31]3[N:32]=[CH:33][C:34]([C:37]#[N:38])=[N:35][CH:36]=3)=[N:3][CH:4]=2)=[CH:23][CH:24]=1. (4) The product is: [ClH:1].[CH:2]1([C:5]2[CH:6]=[C:7]([F:21])[C:8]3[NH:12][C:11](=[O:13])[N:10]([CH:14]4[CH2:15][CH2:16][N:17]([CH:32]5[CH2:33][CH2:34][O:29][CH2:30][CH2:31]5)[CH2:18][CH2:19]4)[C:9]=3[CH:20]=2)[CH2:3][CH2:4]1. Given the reactants [ClH:1].[CH:2]1([C:5]2[CH:6]=[C:7]([F:21])[C:8]3[NH:12][C:11](=[O:13])[N:10]([CH:14]4[CH2:19][CH2:18][NH:17][CH2:16][CH2:15]4)[C:9]=3[CH:20]=2)[CH2:4][CH2:3]1.C(N(CC)CC)C.[O:29]1[CH2:34][CH2:33][C:32](=O)[CH2:31][CH2:30]1.C(O[BH-](OC(=O)C)OC(=O)C)(=O)C.[Na+], predict the reaction product. (5) Given the reactants [CH3:1][C@@H:2]1[CH2:7][O:6][CH2:5][CH2:4][N:3]1[C:8]1[CH:25]=[CH:24][C:11]2[CH2:12][N:13](C(OC(C)(C)C)=O)[CH2:14][CH2:15][O:16][C:10]=2[CH:9]=1.C(OCC)(=O)C.[ClH:32], predict the reaction product. The product is: [ClH:32].[ClH:32].[CH3:1][C@@H:2]1[CH2:7][O:6][CH2:5][CH2:4][N:3]1[C:8]1[CH:25]=[CH:24][C:11]2[CH2:12][NH:13][CH2:14][CH2:15][O:16][C:10]=2[CH:9]=1.